This data is from Catalyst prediction with 721,799 reactions and 888 catalyst types from USPTO. The task is: Predict which catalyst facilitates the given reaction. (1) Reactant: [CH3:1][O:2][C:3]1[CH:12]=[CH:11][C:6]([C:7]([O:9][CH3:10])=[O:8])=[C:5](OS(C(F)(F)F)(=O)=O)[CH:4]=1.[CH:21]#[C:22][CH2:23][CH2:24][CH2:25][CH2:26][CH3:27]. Product: [C:21]([C:5]1[CH:4]=[C:3]([O:2][CH3:1])[CH:12]=[CH:11][C:6]=1[C:7]([O:9][CH3:10])=[O:8])#[C:22][CH2:23][CH2:24][CH2:25][CH2:26][CH3:27]. The catalyst class is: 778. (2) Reactant: Cl.[NH2:2][C:3]1[C:4]2[C:14]([O:15][CH2:16][C@H:17]3[CH2:22][CH2:21][CH2:20][CH2:19][NH2+:18]3)=[CH:13][CH:12]=[CH:11][C:5]=2[NH:6][S:7](=[O:10])(=[O:9])[N:8]=1.[N:23]1[CH:28]=[CH:27][C:26]([NH:29][C:30](=O)[O:31]C2C=CC([N+]([O-])=O)=CC=2)=[CH:25][CH:24]=1.C(=O)([O-])[O-].[K+].[K+]. Product: [NH2:2][C:3]1[C:4]2[C:14]([O:15][CH2:16][C@H:17]3[CH2:22][CH2:21][CH2:20][CH2:19][N:18]3[C:30]([NH:29][C:26]3[CH:27]=[CH:28][N:23]=[CH:24][CH:25]=3)=[O:31])=[CH:13][CH:12]=[CH:11][C:5]=2[NH:6][S:7](=[O:9])(=[O:10])[N:8]=1. The catalyst class is: 3. (3) Reactant: [C:1]([NH:6][C@H:7]([C:10]([O:12][CH2:13][CH3:14])=[O:11])[C:8]#[N:9])(=[O:5])[CH:2]([CH3:4])[CH3:3]. Product: [NH2:9][C:8]1[O:5][C:1]([CH:2]([CH3:4])[CH3:3])=[N:6][C:7]=1[C:10]([O:12][CH2:13][CH3:14])=[O:11]. The catalyst class is: 33. (4) Reactant: C1(P(=[CH:20][C:21]([O:23][CH3:24])=[O:22])(C2C=CC=CC=2)C2C=CC=CC=2)C=CC=CC=1.[Br:25][C:26]1[O:30][C:29]([CH:31]=O)=[CH:28][CH:27]=1.O. Product: [Br:25][C:26]1[O:30][C:29]([CH:31]=[CH:20][C:21]([O:23][CH3:24])=[O:22])=[CH:28][CH:27]=1. The catalyst class is: 11. (5) Reactant: [Br:1][C:2]1[CH:7]=[C:6]([F:8])[CH:5]=[CH:4][C:3]=1[OH:9].C(=O)([O-])[O-].[K+].[K+].C1(C)C=CC(S(O)(=O)=O)=CC=1.[CH3:27][O:28][CH:29]([CH3:37])[CH2:30]O[CH2:30][CH:29]([O:28][CH3:27])[CH3:37]. Product: [Br:1][C:2]1[CH:7]=[C:6]([F:8])[CH:5]=[CH:4][C:3]=1[O:9][CH2:30][CH:29]([O:28][CH3:27])[CH3:37]. The catalyst class is: 10.